This data is from Full USPTO retrosynthesis dataset with 1.9M reactions from patents (1976-2016). The task is: Predict the reactants needed to synthesize the given product. (1) Given the product [Cl:6][C:7]1[C:15]2[N:14]=[C:13]3[N:16]([C:20]4[C:25]([CH3:26])=[N:24][C:23]([CH:1]([CH3:3])[CH3:2])=[N:22][C:21]=4[CH3:28])[CH2:17][CH2:18][CH2:19][N:12]3[C:11]=2[C:10]([CH:29]([O:34][CH:35]([F:36])[F:37])[C:30]([F:33])([F:32])[F:31])=[CH:9][CH:8]=1, predict the reactants needed to synthesize it. The reactants are: [CH:1]([Mg]Cl)([CH3:3])[CH3:2].[Cl:6][C:7]1[C:15]2[N:14]=[C:13]3[N:16]([C:20]4[C:21]([CH3:28])=[N:22][C:23](Cl)=[N:24][C:25]=4[CH3:26])[CH2:17][CH2:18][CH2:19][N:12]3[C:11]=2[C:10]([CH:29]([O:34][CH:35]([F:37])[F:36])[C:30]([F:33])([F:32])[F:31])=[CH:9][CH:8]=1.FC(F)(F)C(O)=O. (2) Given the product [F:16][C:14]([F:17])([F:15])[O:13][C:10]1[CH:9]=[CH:8][C:7]([C:5]2[S:4][C:3]([C:18]([OH:20])=[O:19])=[C:2]([NH:1][C:22]([NH:21][C:24]3[C:25]([CH3:32])=[CH:26][C:27]([CH3:31])=[CH:28][C:29]=3[CH3:30])=[O:23])[CH:6]=2)=[CH:12][CH:11]=1, predict the reactants needed to synthesize it. The reactants are: [NH2:1][C:2]1[CH:6]=[C:5]([C:7]2[CH:12]=[CH:11][C:10]([O:13][C:14]([F:17])([F:16])[F:15])=[CH:9][CH:8]=2)[S:4][C:3]=1[C:18]([OH:20])=[O:19].[N:21]([C:24]1[C:29]([CH3:30])=[CH:28][C:27]([CH3:31])=[CH:26][C:25]=1[CH3:32])=[C:22]=[O:23].C(N(CC)CC)C.O. (3) Given the product [Cl:1][C:2]1[CH:3]=[CH:4][C:5]2[N:11]3[CH:12]=[CH:13][CH:14]=[C:10]3[C@@H:9]([CH2:15][CH2:16][C:17]([NH:19][C@@H:20]3[CH2:25][CH2:24][CH2:23][C@H:22]([C:26]([OH:28])=[O:27])[CH2:21]3)=[O:18])[O:8][C@H:7]([C:31]3[CH:36]=[CH:35][CH:34]=[C:33]([O:37][CH3:38])[C:32]=3[O:39][CH3:40])[C:6]=2[CH:41]=1, predict the reactants needed to synthesize it. The reactants are: [Cl:1][C:2]1[CH:3]=[CH:4][C:5]2[N:11]3[CH:12]=[CH:13][CH:14]=[C:10]3[C@@H:9]([CH2:15][CH2:16][C:17]([NH:19][C@@H:20]3[CH2:25][CH2:24][CH2:23][C@H:22]([C:26]([O:28]CC)=[O:27])[CH2:21]3)=[O:18])[O:8][C@H:7]([C:31]3[CH:36]=[CH:35][CH:34]=[C:33]([O:37][CH3:38])[C:32]=3[O:39][CH3:40])[C:6]=2[CH:41]=1.C(=O)([O-])[O-].[K+].[K+].O.Cl. (4) Given the product [CH3:1][S:2]([C:5]1[CH:6]=[CH:7][C:8]([O:14][C@@H:15]([CH3:20])[C:16]([F:19])([F:18])[F:17])=[C:9]([C:10]([N:35]2[CH2:36][CH2:37][N:32]([C:25]3[S:26][C:27]([C:28]([F:31])([F:29])[F:30])=[C:23]([CH3:22])[N:24]=3)[CH2:33][CH2:34]2)=[O:12])[CH:13]=1)(=[O:3])=[O:4], predict the reactants needed to synthesize it. The reactants are: [CH3:1][S:2]([C:5]1[CH:6]=[CH:7][C:8]([O:14][C@@H:15]([CH3:20])[C:16]([F:19])([F:18])[F:17])=[C:9]([CH:13]=1)[C:10]([OH:12])=O)(=[O:4])=[O:3].Cl.[CH3:22][C:23]1[N:24]=[C:25]([N:32]2[CH2:37][CH2:36][NH:35][CH2:34][CH2:33]2)[S:26][C:27]=1[C:28]([F:31])([F:30])[F:29]. (5) Given the product [CH2:16]([O:18][N:19]1[C:2]2[C:11]3[CH:10]=[CH:9][CH:8]=[CH:7][C:6]=3[N:5]=[CH:4][C:3]=2[N:12]=[CH:13]1)[CH3:17], predict the reactants needed to synthesize it. The reactants are: Cl[C:2]1[C:11]2[C:6](=[CH:7][CH:8]=[CH:9][CH:10]=2)[N:5]=[CH:4][C:3]=1[NH:12][CH:13]=O.Cl.[CH2:16]([O:18][NH2:19])[CH3:17].